From a dataset of Full USPTO retrosynthesis dataset with 1.9M reactions from patents (1976-2016). Predict the reactants needed to synthesize the given product. (1) The reactants are: [O:1]=[C:2]1[CH:10]2[CH2:11][C:6]3([NH:13]C(=O)OC(C)(C)C)[CH2:7][CH:8]([CH2:12][CH:4]([CH2:5]3)[O:3]1)[CH2:9]2.[ClH:21]. Given the product [ClH:21].[NH2:13][C:6]12[CH2:11][CH:10]3[CH2:9][CH:8]([CH2:12][CH:4]([O:3][C:2]3=[O:1])[CH2:5]1)[CH2:7]2.[ClH:21], predict the reactants needed to synthesize it. (2) Given the product [C:78]1([N:77]([C:71]2[CH:72]=[CH:73][CH:74]=[CH:75][CH:76]=2)[C:54]2[CH:67]=[CH:66][C:65]3[C:64](=[O:68])[C:63]4[C:58](=[CH:59][CH:60]=[C:61]([N:7]([C:1]5[CH:2]=[CH:3][CH:4]=[CH:5][CH:6]=5)[C:8]5[CH:21]=[CH:20][CH:19]=[CH:10][CH:9]=5)[CH:62]=4)[C:57](=[O:70])[C:56]=3[CH:55]=2)[CH:79]=[CH:80][CH:81]=[CH:82][CH:83]=1, predict the reactants needed to synthesize it. The reactants are: [C:1]1([N:7](C2C=CC=CC=2)[C:8]2[CH:21]=[CH:20][C:19]3[C:10](=C(C4C=CC=CC=4)[C:19]4[C:10](C=3C3C=CC=CC=3)=[CH:9][C:8]([N:7](C3C=CC=CC=3)[C:1]3[CH:2]=[CH:3][CH:4]=[CH:5][CH:6]=3)=[CH:21][CH:20]=4)[CH:9]=2)[CH:6]=[CH:5][CH:4]=[CH:3][CH:2]=1.Br[C:54]1[CH:67]=[CH:66][C:65]2[C:64](=[O:68])[C:63]3[C:58](=[CH:59][CH:60]=[C:61](Br)[CH:62]=3)[C:57](=[O:70])[C:56]=2[CH:55]=1.[C:71]1([NH:77][C:78]2[CH:83]=[CH:82][CH:81]=[CH:80][CH:79]=2)[CH:76]=[CH:75][CH:74]=[CH:73][CH:72]=1.CC(C)([O-])C.[Na+]. (3) Given the product [CH2:1]([O:8][C:9]([NH:11][C@H:12]([C:24](=[O:25])[NH:26][CH2:27][CH2:28][CH:29]=[O:30])[CH2:13][C:14]([O:16][CH2:17][C:18]1[CH:23]=[CH:22][CH:21]=[CH:20][CH:19]=1)=[O:15])=[O:10])[C:2]1[CH:7]=[CH:6][CH:5]=[CH:4][CH:3]=1, predict the reactants needed to synthesize it. The reactants are: [CH2:1]([O:8][C:9]([NH:11][C@H:12]([C:24]([NH:26][CH2:27][CH2:28][CH:29](OCC)[O:30]CC)=[O:25])[CH2:13][C:14]([O:16][CH2:17][C:18]1[CH:23]=[CH:22][CH:21]=[CH:20][CH:19]=1)=[O:15])=[O:10])[C:2]1[CH:7]=[CH:6][CH:5]=[CH:4][CH:3]=1.Cl. (4) Given the product [CH3:15][C@H:14]1[NH:16][CH2:17][C:3]2=[C:4]3[C:8](=[CH:9][CH:10]=[C:11]2[O:12][CH2:13]1)[N:7]([S:24]([C:27]1[CH:28]=[CH:29][CH:30]=[CH:31][CH:32]=1)(=[O:25])=[O:26])[CH:6]=[CH:5]3, predict the reactants needed to synthesize it. The reactants are: C([C:3]1[C:11]([O:12][CH2:13][C@H:14]([NH:16][C:17](=O)OC(C)(C)C)[CH3:15])=[CH:10][CH:9]=[C:8]2[C:4]=1[CH:5]=[CH:6][N:7]2[S:24]([C:27]1[CH:32]=[CH:31][CH:30]=[CH:29][CH:28]=1)(=[O:26])=[O:25])=O.C(O)(C(F)(F)F)=O.C(O[BH-](OC(=O)C)OC(=O)C)(=O)C.[Na+]. (5) Given the product [NH2:17][C:16]1[S:18][C:12]2[CH:13]=[C:7]([O:6][C:5]3[CH:14]=[CH:15][C:2]([F:1])=[CH:3][CH:4]=3)[CH:8]=[CH:9][C:10]=2[N:11]=1, predict the reactants needed to synthesize it. The reactants are: [F:1][C:2]1[CH:15]=[CH:14][C:5]([O:6][C:7]2[CH:13]=[CH:12][C:10]([NH2:11])=[CH:9][CH:8]=2)=[CH:4][CH:3]=1.[C:16]([S-:18])#[N:17].[K+].BrBr. (6) Given the product [NH2:26][C:25]1[C:16](/[C:14](=[N:5]/[CH2:4][CH2:3][N:2]([CH3:6])[CH3:1])/[C:11]2[CH:10]=[CH:9][C:8]([F:7])=[CH:13][CH:12]=2)=[CH:17][CH:18]=[C:19]2[C:24]=1[N:23]=[CH:22][CH:21]=[CH:20]2, predict the reactants needed to synthesize it. The reactants are: [CH3:1][N:2]([CH3:6])[CH2:3][CH2:4][NH2:5].[F:7][C:8]1[CH:13]=[CH:12][C:11]([C:14]([C:16]2[C:25]([N+:26]([O-])=O)=[C:24]3[C:19]([CH:20]=[CH:21][CH:22]=[N:23]3)=[CH:18][CH:17]=2)=O)=[CH:10][CH:9]=1.CCOC(C)=O.[Cl-].[Na+].O. (7) Given the product [F:1][C:2]1[N:10]=[C:9]2[C:5]([N:6]=[C:7]([CH2:11][C:12]3[C:20]([Cl:21])=[CH:19][C:15]4[O:16][CH2:17][O:18][C:14]=4[CH:13]=3)[N:8]2[CH2:37][CH2:36][CH2:35][C:34]#[CH:33])=[C:4]([NH2:22])[N:3]=1, predict the reactants needed to synthesize it. The reactants are: [F:1][C:2]1[N:10]=[C:9]2[C:5]([NH:6][C:7]([CH2:11][C:12]3[C:20]([Cl:21])=[CH:19][C:15]4[O:16][CH2:17][O:18][C:14]=4[CH:13]=3)=[N:8]2)=[C:4]([NH2:22])[N:3]=1.C([O-])([O-])=O.[Cs+].[Cs+].S(C1C=CC(C)=CC=1)(O[CH2:33][CH2:34][CH2:35][C:36]#[CH:37])(=O)=O.